Dataset: hERG Central: cardiac toxicity at 1µM, 10µM, and general inhibition. Task: Predict hERG channel inhibition at various concentrations. (1) The compound is C/C(=N/O)c1ccc2c(c1)OCCOCCOc1cc(/C(C)=N/O)ccc1OCCOCCO2. Results: hERG_inhib (hERG inhibition (general)): blocker. (2) The molecule is Cc1cc(=O)n(C)c(=O)n1CCCCOc1ccc([N+](=O)[O-])cc1. Results: hERG_inhib (hERG inhibition (general)): blocker. (3) Results: hERG_inhib (hERG inhibition (general)): blocker. The compound is CCO[C@H]1OC(C(=O)Nc2ccccc2)=C[C@@H](c2cn(C(C)=O)c3ccccc23)[C@@H]1CCCO. (4) The drug is Br.N=c1n(CCN2CCCCC2)c2ccccc2n1CC(=O)c1ccc(Cl)c(Cl)c1. Results: hERG_inhib (hERG inhibition (general)): blocker. (5) The molecule is COC(=O)C1=C(c2ccc(S(C)(=O)=O)cc2)C[C@@H]2CC[C@H]1N2C(=O)NCc1ccc(C(F)(F)F)cc1. Results: hERG_inhib (hERG inhibition (general)): blocker. (6) The molecule is Cl.OC(CN1CCN(Cc2ccccc2)CC1)c1ccc(F)cc1. Results: hERG_inhib (hERG inhibition (general)): blocker.